From a dataset of Catalyst prediction with 721,799 reactions and 888 catalyst types from USPTO. Predict which catalyst facilitates the given reaction. (1) Reactant: [C:1]([C:9]1[CH:10]=[CH:11][C:12]2[O:17][CH:16]([C:18]([F:21])([F:20])[F:19])[C:15]([C:22]([O:24]CC)=[O:23])=[CH:14][C:13]=2[CH:27]=1)(=[O:8])[C:2]1[CH:7]=[CH:6][CH:5]=[CH:4][CH:3]=1.[OH-].[Na+]. Product: [C:1]([C:9]1[CH:10]=[CH:11][C:12]2[O:17][CH:16]([C:18]([F:21])([F:20])[F:19])[C:15]([C:22]([OH:24])=[O:23])=[CH:14][C:13]=2[CH:27]=1)(=[O:8])[C:2]1[CH:7]=[CH:6][CH:5]=[CH:4][CH:3]=1. The catalyst class is: 219. (2) Reactant: [Cl:1][C:2]1[CH:3]=[CH:4][C:5]([C:31]#[N:32])=[C:6]([C:8]2[C:13]([O:14][CH3:15])=[CH:12][N:11]([CH:16]([CH2:24][C:25]3[O:29][CH:28]=[N:27][CH:26]=3)[C:17]([O:19]C(C)(C)C)=[O:18])[C:10](=[O:30])[CH:9]=2)[CH:7]=1.C(O)(C(F)(F)F)=O. Product: [Cl:1][C:2]1[CH:3]=[CH:4][C:5]([C:31]#[N:32])=[C:6]([C:8]2[C:13]([O:14][CH3:15])=[CH:12][N:11]([CH:16]([CH2:24][C:25]3[O:29][CH:28]=[N:27][CH:26]=3)[C:17]([OH:19])=[O:18])[C:10](=[O:30])[CH:9]=2)[CH:7]=1. The catalyst class is: 4. (3) Reactant: [Cl:1][C:2]1[CH:3]=[C:4]([C:8]2[N:9]([CH2:23][C:24]3[CH:29]=[C:28]([Cl:30])[CH:27]=[CH:26][C:25]=3[Cl:31])[C:10]([C:19]([O:21]C)=[O:20])=[C:11]([CH2:13][N:14]([CH2:17][CH3:18])[CH2:15][CH3:16])[N:12]=2)[CH:5]=[N:6][CH:7]=1.[OH-].[Na+].Cl. Product: [Cl:1][C:2]1[CH:3]=[C:4]([C:8]2[N:9]([CH2:23][C:24]3[CH:29]=[C:28]([Cl:30])[CH:27]=[CH:26][C:25]=3[Cl:31])[C:10]([C:19]([OH:21])=[O:20])=[C:11]([CH2:13][N:14]([CH2:15][CH3:16])[CH2:17][CH3:18])[N:12]=2)[CH:5]=[N:6][CH:7]=1. The catalyst class is: 36. (4) Product: [CH3:40][O:41][C:42]1[CH:50]=[CH:49][CH:48]=[CH:47][C:43]=1[C:44]([NH:25][CH2:26][CH:27]1[CH2:32][CH2:31][CH2:30][N:29]([C:33]([O:35][C:36]([CH3:39])([CH3:38])[CH3:37])=[O:34])[CH2:28]1)=[O:45]. Reactant: CN(C(ON1N=NC2C=CC=NC1=2)=[N+](C)C)C.F[P-](F)(F)(F)(F)F.[NH2:25][CH2:26][CH:27]1[CH2:32][CH2:31][CH2:30][N:29]([C:33]([O:35][C:36]([CH3:39])([CH3:38])[CH3:37])=[O:34])[CH2:28]1.[CH3:40][O:41][C:42]1[CH:50]=[CH:49][CH:48]=[CH:47][C:43]=1[C:44](O)=[O:45].C(N(C(C)C)CC)(C)C. The catalyst class is: 399. (5) Reactant: [C:1]1([C:7]2[NH:8][C:9]3[C:14]([CH:15]=2)=[CH:13][CH:12]=[CH:11][CH:10]=3)[CH:6]=[CH:5][CH:4]=[CH:3][CH:2]=1.[CH:16](O)([C:23]1[CH:28]=[CH:27][CH:26]=[CH:25][CH:24]=1)[C:17]1[CH:22]=[CH:21][CH:20]=[CH:19][CH:18]=1.C1(C)C=CC(S(O)(=O)=O)=CC=1. Product: [CH:16]([C:15]1[C:14]2[C:9](=[CH:10][CH:11]=[CH:12][CH:13]=2)[NH:8][C:7]=1[C:1]1[CH:6]=[CH:5][CH:4]=[CH:3][CH:2]=1)([C:17]1[CH:22]=[CH:21][CH:20]=[CH:19][CH:18]=1)[C:23]1[CH:28]=[CH:27][CH:26]=[CH:25][CH:24]=1. The catalyst class is: 10. (6) Reactant: Cl.[C:2]([C:6]1[O:10][N:9]=[C:8]([NH:11][C:12]([NH:14][C:15]2[CH:20]=[CH:19][C:18]([C:21]3[N:25]4[CH:26]=[CH:27][C:28]([C:30]5[CH:35]=[CH:34][N:33]=[C:32]([CH2:36][CH2:37][CH:38]=O)[CH:31]=5)=[CH:29][C:24]4=[N:23][CH:22]=3)=[CH:17][C:16]=2[F:40])=[O:13])[CH:7]=1)([CH3:5])([CH3:4])[CH3:3].[CH2:41]([NH:43][CH2:44][CH3:45])[CH3:42].C(O[BH-](OC(=O)C)OC(=O)C)(=O)C.[Na+]. The catalyst class is: 15. Product: [C:2]([C:6]1[O:10][N:9]=[C:8]([NH:11][C:12]([NH:14][C:15]2[CH:20]=[CH:19][C:18]([C:21]3[N:25]4[CH:26]=[CH:27][C:28]([C:30]5[CH:35]=[CH:34][N:33]=[C:32]([CH2:36][CH2:37][CH2:38][N:43]([CH2:44][CH3:45])[CH2:41][CH3:42])[CH:31]=5)=[CH:29][C:24]4=[N:23][CH:22]=3)=[CH:17][C:16]=2[F:40])=[O:13])[CH:7]=1)([CH3:4])([CH3:3])[CH3:5]. (7) Reactant: [OH:1][CH:2]=[C:3]([C:6]1[CH:11]=[CH:10][CH:9]=[CH:8][CH:7]=1)[C:4]#[N:5].[H-].[Na+].S(OC)(O[CH3:18])(=O)=O. Product: [CH3:18][O:1][CH:2]=[C:3]([C:6]1[CH:11]=[CH:10][CH:9]=[CH:8][CH:7]=1)[C:4]#[N:5]. The catalyst class is: 1. (8) Reactant: C([O:8][C:9]1[CH:14]=[CH:13][C:12]([CH:15]2[CH2:19][N:18]([C:20]3[CH:21]=[C:22]([CH:25]=[CH:26][CH:27]=3)[C:23]#[N:24])[C:17](=[O:28])[CH2:16]2)=[CH:11][C:10]=1[O:29][CH:30]1[CH2:34][CH2:33][CH2:32][CH2:31]1)C1C=CC=CC=1. Product: [CH:30]1([O:29][C:10]2[CH:11]=[C:12]([CH:15]3[CH2:19][N:18]([C:20]4[CH:21]=[C:22]([CH:25]=[CH:26][CH:27]=4)[C:23]#[N:24])[C:17](=[O:28])[CH2:16]3)[CH:13]=[CH:14][C:9]=2[OH:8])[CH2:34][CH2:33][CH2:32][CH2:31]1. The catalyst class is: 579.